Dataset: Reaction yield outcomes from USPTO patents with 853,638 reactions. Task: Predict the reaction yield, written as a fraction of the theoretical maximum amount of product (1.0 means a 100% yield; for example, 0.34 means a 34% yield). (1) The reactants are [Si]([O:8][C@@H:9]1[CH2:20][CH:19]=[CH:18][CH2:17][C@@H:16]([CH3:21])[C:15](=[O:22])[O:14][CH2:13][C@@H:12]([C:23]2[CH:28]=[CH:27][CH:26]=[CH:25][CH:24]=2)[NH:11][C:10]1=[O:29])(C(C)(C)C)(C)C.C1COCC1.CCCC[N+](CCCC)(CCCC)CCCC.[F-]. The catalyst is [NH4+].[Cl-].CCOC(C)=O. The product is [OH:8][C@@H:9]1[CH2:20][CH:19]=[CH:18][CH2:17][C@@H:16]([CH3:21])[C:15](=[O:22])[O:14][CH2:13][C@@H:12]([C:23]2[CH:28]=[CH:27][CH:26]=[CH:25][CH:24]=2)[NH:11][C:10]1=[O:29]. The yield is 0.970. (2) The product is [CH3:12][C:13]1[N:14]=[CH:15][N:16]([C:2]2[C:7]([N+:8]([O-:10])=[O:9])=[C:6]([NH2:11])[CH:5]=[CH:4][N:3]=2)[CH:17]=1. The yield is 0.561. The catalyst is CN(C=O)C. The reactants are C[C:2]1[C:7]([N+:8]([O-:10])=[O:9])=[C:6]([NH2:11])[CH:5]=[CH:4][N:3]=1.[CH3:12][C:13]1[N:14]=[CH:15][NH:16][CH:17]=1. (3) The reactants are [F:1][C:2]1[CH:7]=[CH:6][C:5]([CH2:8][C:9]2[CH:18]=[C:17]3[C:12]([C:13]([OH:29])=[C:14]([C:24](OCC)=[O:25])[C:15](=[O:23])[N:16]3[CH2:19][CH2:20][CH2:21][OH:22])=[N:11][CH:10]=2)=[CH:4][CH:3]=1.[CH3:30][O:31][CH2:32][CH2:33][NH2:34]. No catalyst specified. The product is [F:1][C:2]1[CH:3]=[CH:4][C:5]([CH2:8][C:9]2[CH:18]=[C:17]3[C:12]([C:13]([OH:29])=[C:14]([C:24]([NH:34][CH2:33][CH2:32][O:31][CH3:30])=[O:25])[C:15](=[O:23])[N:16]3[CH2:19][CH2:20][CH2:21][OH:22])=[N:11][CH:10]=2)=[CH:6][CH:7]=1. The yield is 0.330. (4) The reactants are C(O)(C(F)(F)F)=O.C(OC([N:15]([C:42]1[CH:47]=[CH:46][CH:45]=[CH:44][N:43]=1)[CH2:16][CH2:17][O:18][C:19]1[CH:41]=[CH:40][C:22]([CH2:23][C@@H:24]([C:36]([O:38][CH3:39])=[O:37])[NH:25][C:26](=[O:35])[C:27]2[C:32]([Cl:33])=[CH:31][CH:30]=[CH:29][C:28]=2[Cl:34])=[CH:21][CH:20]=1)=O)(C)(C)C. The catalyst is C(Cl)Cl. The product is [Cl:34][C:28]1[CH:29]=[CH:30][CH:31]=[C:32]([Cl:33])[C:27]=1[C:26]([NH:25][C@H:24]([C:36]([O:38][CH3:39])=[O:37])[CH2:23][C:22]1[CH:40]=[CH:41][C:19]([O:18][CH2:17][CH2:16][NH:15][C:42]2[CH:47]=[CH:46][CH:45]=[CH:44][N:43]=2)=[CH:20][CH:21]=1)=[O:35]. The yield is 0.710. (5) The catalyst is CC#N. The reactants are [N:1]1([C:7](=[O:29])[CH2:8][CH2:9][CH:10]=[CH:11][CH2:12][CH:13]=[CH:14][CH2:15][CH:16]=[CH:17][CH2:18][CH:19]=[CH:20][CH2:21][CH:22]=[CH:23][CH2:24][CH:25]=[CH:26][CH2:27][CH3:28])[CH2:6][CH2:5][NH:4][CH2:3][CH2:2]1.[C:30](O)(=[O:38])[C:31]1[C:32](=[CH:34][CH:35]=[CH:36][CH:37]=1)[OH:33].CCN(CC)CC.CN(C(ON1N=NC2C=CC=NC1=2)=[N+](C)C)C.F[P-](F)(F)(F)(F)F. The product is [OH:33][C:32]1[CH:34]=[CH:35][CH:36]=[CH:37][C:31]=1[C:30]([N:4]1[CH2:5][CH2:6][N:1]([C:7](=[O:29])[CH2:8][CH2:9][CH:10]=[CH:11][CH2:12][CH:13]=[CH:14][CH2:15][CH:16]=[CH:17][CH2:18][CH:19]=[CH:20][CH2:21][CH:22]=[CH:23][CH2:24][CH:25]=[CH:26][CH2:27][CH3:28])[CH2:2][CH2:3]1)=[O:38]. The yield is 0.196.